This data is from Catalyst prediction with 721,799 reactions and 888 catalyst types from USPTO. The task is: Predict which catalyst facilitates the given reaction. (1) Reactant: [OH-].[Na+].[F:3][C:4]1[CH:5]=[CH:6][C:7]([C:10]([O:12]CC)=[O:11])=[N:8][CH:9]=1.C(O)(=O)CC(CC(O)=O)(C(O)=O)O. Product: [F:3][C:4]1[CH:5]=[CH:6][C:7]([C:10]([OH:12])=[O:11])=[N:8][CH:9]=1. The catalyst class is: 83. (2) Reactant: [OH:1][C:2]1[N:3]=[C:4]2[CH:12]=[C:11]([CH2:13][CH2:14][C:15]3[S:16][CH:17]=[C:18]([CH:20]([CH3:22])[CH3:21])[N:19]=3)[CH:10]=[CH:9][N:5]2[C:6](=[O:8])[CH:7]=1.[F:23][C:24]([F:37])([F:36])[S:25](O[S:25]([C:24]([F:37])([F:36])[F:23])(=[O:27])=[O:26])(=[O:27])=[O:26].Cl. Product: [F:23][C:24]([F:37])([F:36])[S:25]([O:1][C:2]1[N:3]=[C:4]2[CH:12]=[C:11]([CH2:13][CH2:14][C:15]3[S:16][CH:17]=[C:18]([CH:20]([CH3:22])[CH3:21])[N:19]=3)[CH:10]=[CH:9][N:5]2[C:6](=[O:8])[CH:7]=1)(=[O:27])=[O:26]. The catalyst class is: 79. (3) Reactant: [CH2:1]=[C:2]([CH:7]=[CH2:8])[CH2:3][CH2:4][CH2:5][NH2:6].[OH-].[K+].[C:11]1([S:17](Cl)(=[O:19])=[O:18])[CH:16]=[CH:15][CH:14]=[CH:13][CH:12]=1. Product: [CH2:1]=[C:2]([CH:7]=[CH2:8])[CH2:3][CH2:4][CH2:5][NH:6][S:17]([C:11]1[CH:16]=[CH:15][CH:14]=[CH:13][CH:12]=1)(=[O:19])=[O:18]. The catalyst class is: 232. (4) Reactant: C([N:8]1[CH2:13][CH:12]([O:14][CH3:15])[O:11][CH:10]([CH2:16][N:17]2[C:21](=[O:22])[C:20]3=[CH:23][CH:24]=[CH:25][CH:26]=[C:19]3[C:18]2=[O:27])[CH2:9]1)C1C=CC=CC=1.Cl[C:29]([O:31][CH2:32][C:33]1[CH:38]=[CH:37][CH:36]=[CH:35][CH:34]=1)=[O:30]. Product: [CH2:32]([O:31][C:29]([N:8]1[CH2:13][CH:12]([O:14][CH3:15])[O:11][CH:10]([CH2:16][N:17]2[C:18](=[O:27])[C:19]3=[CH:26][CH:25]=[CH:24][CH:23]=[C:20]3[C:21]2=[O:22])[CH2:9]1)=[O:30])[C:33]1[CH:38]=[CH:37][CH:36]=[CH:35][CH:34]=1. The catalyst class is: 4. (5) Reactant: [Li].[Br:2][C:3]1[CH:8]=[C:7]([F:9])[CH:6]=[CH:5][C:4]=1[C@@H:10]1[C:15]([C:16]([O:18][C@H:19](C)[C:20](OC(C)C)=O)=[O:17])=[C:14]([CH2:27][N:28]2[CH2:33][CH2:32][O:31][CH2:30][CH2:29]2)[NH:13][C:12]([C:34]2[S:35][CH:36]=[CH:37][N:38]=2)=[N:11]1. Product: [Br:2][C:3]1[CH:8]=[C:7]([F:9])[CH:6]=[CH:5][C:4]=1[C@H:10]1[C:15]([C:16]([O:18][CH2:19][CH3:20])=[O:17])=[C:14]([CH2:27][N:28]2[CH2:29][CH2:30][O:31][CH2:32][CH2:33]2)[NH:13][C:12]([C:34]2[S:35][CH:36]=[CH:37][N:38]=2)=[N:11]1. The catalyst class is: 8. (6) Reactant: [F:1][C:2]1[C:3]([CH3:17])=[CH:4][C:5]2[N:9]=[CH:8][N:7]([CH:10]3[CH2:15][CH2:14][NH:13][CH2:12][CH2:11]3)[C:6]=2[CH:16]=1.[F:18][C:19]1[CH:20]=[C:21]2[C:25](=[CH:26][CH:27]=1)[CH2:24][CH:23]([CH:28]=O)[CH2:22]2.[BH3-]C#N.[Na+]. Product: [F:1][C:2]1[C:3]([CH3:17])=[CH:4][C:5]2[N:9]=[CH:8][N:7]([CH:10]3[CH2:11][CH2:12][N:13]([CH2:28][CH:23]4[CH2:22][C:21]5[C:25](=[CH:26][CH:27]=[C:19]([F:18])[CH:20]=5)[CH2:24]4)[CH2:14][CH2:15]3)[C:6]=2[CH:16]=1. The catalyst class is: 130. (7) Reactant: [ClH:1].[F:2][C:3]([F:34])([F:33])[C:4]1[CH:5]=[C:6]([CH:26]=[C:27]([C:29]([F:32])([F:31])[F:30])[CH:28]=1)[CH2:7][N:8]([CH3:25])[C:9]([C@@H:11]1[CH2:16][CH2:15][NH:14][CH2:13][C@H:12]1[C:17]1[CH:22]=[CH:21][C:20]([F:23])=[CH:19][C:18]=1[CH3:24])=[O:10].I[CH2:36][CH2:37][OH:38].C([O-])([O-])=O.[K+].[K+].Cl.C(OCC)(=O)C. The catalyst class is: 18. Product: [ClH:1].[F:34][C:3]([F:2])([F:33])[C:4]1[CH:5]=[C:6]([CH:26]=[C:27]([C:29]([F:30])([F:31])[F:32])[CH:28]=1)[CH2:7][N:8]([CH3:25])[C:9]([C@@H:11]1[CH2:16][CH2:15][N:14]([CH2:36][CH2:37][OH:38])[CH2:13][C@H:12]1[C:17]1[CH:22]=[CH:21][C:20]([F:23])=[CH:19][C:18]=1[CH3:24])=[O:10]. (8) Reactant: C1COCC1.[C:6]([O:10][C:11](=[O:25])[NH:12][C@H:13]([C:22](=O)[NH2:23])[CH2:14][C:15]1[CH:20]=[CH:19][C:18]([CH3:21])=[CH:17][CH:16]=1)([CH3:9])([CH3:8])[CH3:7]. Product: [C:6]([O:10][C:11](=[O:25])[NH:12][C@@H:13]([CH2:14][C:15]1[CH:20]=[CH:19][C:18]([CH3:21])=[CH:17][CH:16]=1)[CH2:22][NH2:23])([CH3:9])([CH3:8])[CH3:7]. The catalyst class is: 404. (9) Reactant: [C:1](Cl)(=[O:4])[CH2:2][CH3:3].[N+:6]([C:9]1[CH:15]=[CH:14][C:12]([NH2:13])=[CH:11][CH:10]=1)([O-:8])=[O:7].N1C=CC=CC=1. Product: [N+:6]([C:9]1[CH:15]=[CH:14][C:12]([NH:13][C:1](=[O:4])[CH2:2][CH3:3])=[CH:11][CH:10]=1)([O-:8])=[O:7]. The catalyst class is: 7.